Dataset: Forward reaction prediction with 1.9M reactions from USPTO patents (1976-2016). Task: Predict the product of the given reaction. (1) Given the reactants [C:1]([OH:5])(=[O:4])[CH:2]=[CH2:3].[CH2:6]=[CH:7][C:8]1[CH:13]=[CH:12][CH:11]=[CH:10][CH:9]=1.S(OOS([O-])(=O)=O)([O-])(=O)=O.[K+].[K+], predict the reaction product. The product is: [CH:6]([CH:3]=[CH:2][C:1]([OH:5])=[O:4])=[CH:7][C:8]1[CH:13]=[CH:12][CH:11]=[CH:10][CH:9]=1. (2) Given the reactants [CH3:1][C:2]1[C:7]2[O:8][C:9]([C:11]([NH:14][C:15]([C:17]3[CH:18]=[CH:19][C:20](O)=[C:21]([CH2:23][CH:24]=[C:25]([CH3:27])C)[CH:22]=3)=[O:16])=[C:12](O)[C:6]=2[CH:5]=[CH:4][C:3]=1[O:29][C@H:30]1[O:35][C:34]([CH3:37])([CH3:36])[C@H:33]([O:38][CH3:39])[C@@H:32]([O:40]C(N)=O)[C@@H:31]1[OH:44])=[O:10].N1[C:54]2[C:49](=CC=CC=2)C=CC=1.CC1C=CC=C2C=1[O:64][C:63](=O)C=C2.O1C2C(=CC=CC=2)C=CC1=O.C1(O)C=CC=CC=1.C(OC(=O)[O-])(C)(C)C, predict the reaction product. The product is: [OH:44][C@@H:31]1[C@H:32]([OH:40])[C@@H:33]([O:38][CH3:39])[C:34]([CH3:36])([CH3:37])[O:35][C@H:30]1[O:29][C:3]1[C:2]([CH3:1])=[C:7]2[C:6]([CH:12]=[C:11]([NH:14][C:15]([C:17]3[CH:22]=[C:21]([C:23]4[CH:24]=[CH:25][CH:27]=[CH:49][CH:54]=4)[C:20]([O:64][CH3:63])=[CH:19][CH:18]=3)=[O:16])[C:9](=[O:10])[O:8]2)=[CH:5][CH:4]=1. (3) Given the reactants [C:1]([C:4]1[C:5](=[O:23])[N:6]([O:15]CC2C=CC=CC=2)[C:7]2[C:12]([C:13]=1O)=[CH:11][CH:10]=[CH:9][N:8]=2)(=O)[CH3:2].[NH2:24][NH2:25].Br, predict the reaction product. The product is: [OH:15][N:6]1[C:7]2[N:8]=[CH:9][CH:10]=[CH:11][C:12]=2[C:13]2[NH:24][N:25]=[C:1]([CH3:2])[C:4]=2[C:5]1=[O:23]. (4) Given the reactants [CH3:1][C:2]1([CH3:9])[C:6]([CH3:8])([CH3:7])[O:5][BH:4][O:3]1.[C:10]1([S:16]([C:19]2[CH:20]=[C:21]([CH:39]=[CH2:40])[C:22]3[O:31][C:30]4[CH2:29][CH2:28][N:27]([C:32]([O:34][C:35]([CH3:38])([CH3:37])[CH3:36])=[O:33])[CH2:26][C:25]=4[C:23]=3[CH:24]=2)(=[O:18])=[O:17])[CH:15]=[CH:14][CH:13]=[CH:12][CH:11]=1, predict the reaction product. The product is: [C:10]1([S:16]([C:19]2[CH:20]=[C:21]([CH2:39][CH2:40][B:4]3[O:5][C:6]([CH3:8])([CH3:7])[C:2]([CH3:9])([CH3:1])[O:3]3)[C:22]3[O:31][C:30]4[CH2:29][CH2:28][N:27]([C:32]([O:34][C:35]([CH3:37])([CH3:36])[CH3:38])=[O:33])[CH2:26][C:25]=4[C:23]=3[CH:24]=2)(=[O:18])=[O:17])[CH:11]=[CH:12][CH:13]=[CH:14][CH:15]=1. (5) Given the reactants [C:1]([C:4]1[C:5]([O:37]C)=[CH:6][C:7]([C:33]([F:36])([F:35])[F:34])=[C:8]([C:10]2[CH:15]=[CH:14][CH:13]=[C:12]([NH:16][C:17]([C:19]3[NH:20][C:21]4[C:26]([CH:27]=3)=[CH:25][CH:24]=[C:23]([NH:28][S:29]([CH3:32])(=[O:31])=[O:30])[CH:22]=4)=[O:18])[CH:11]=2)[CH:9]=1)(=[O:3])[NH2:2].B(Br)(Br)Br.CO, predict the reaction product. The product is: [C:1]([C:4]1[C:5]([OH:37])=[CH:6][C:7]([C:33]([F:34])([F:35])[F:36])=[C:8]([C:10]2[CH:15]=[CH:14][CH:13]=[C:12]([NH:16][C:17]([C:19]3[NH:20][C:21]4[C:26]([CH:27]=3)=[CH:25][CH:24]=[C:23]([NH:28][S:29]([CH3:32])(=[O:31])=[O:30])[CH:22]=4)=[O:18])[CH:11]=2)[CH:9]=1)(=[O:3])[NH2:2].